This data is from Full USPTO retrosynthesis dataset with 1.9M reactions from patents (1976-2016). The task is: Predict the reactants needed to synthesize the given product. The reactants are: [CH2:1]([O:8][C:9]1[CH:24]=[CH:23][C:12]([CH:13]=[N:14][CH2:15][CH2:16][C:17]2[CH:22]=[CH:21][CH:20]=[CH:19][CH:18]=2)=[CH:11][CH:10]=1)[C:2]1[CH:7]=[CH:6][CH:5]=[CH:4][CH:3]=1.[F:25][C:26]1[CH:31]=[CH:30][C:29]([CH2:32][C:33](Cl)=[O:34])=[CH:28][CH:27]=1.CCN(CC)CC. Given the product [CH2:1]([O:8][C:9]1[CH:24]=[CH:23][C:12]([CH:13]2[N:14]([CH2:15][CH2:16][C:17]3[CH:22]=[CH:21][CH:20]=[CH:19][CH:18]=3)[C:33](=[O:34])[CH:32]2[C:29]2[CH:30]=[CH:31][C:26]([F:25])=[CH:27][CH:28]=2)=[CH:11][CH:10]=1)[C:2]1[CH:3]=[CH:4][CH:5]=[CH:6][CH:7]=1, predict the reactants needed to synthesize it.